This data is from CYP1A2 inhibition data for predicting drug metabolism from PubChem BioAssay. The task is: Regression/Classification. Given a drug SMILES string, predict its absorption, distribution, metabolism, or excretion properties. Task type varies by dataset: regression for continuous measurements (e.g., permeability, clearance, half-life) or binary classification for categorical outcomes (e.g., BBB penetration, CYP inhibition). Dataset: cyp1a2_veith. (1) The drug is CCC(C(=O)c1ccccc1)N(C(=O)c1ccccc1Cl)N1C(=O)C2C3C=CC(C3)C2C1=O. The result is 0 (non-inhibitor). (2) The compound is O=P(O)(O)OP(=O)(O)O. The result is 0 (non-inhibitor). (3) The molecule is CC(C)CC(c1nnnn1C(C)C)N1CCN(c2ccccc2)CC1. The result is 0 (non-inhibitor). (4) The drug is CC1CCN(c2ccccc2NC(=S)NC(=O)c2cccs2)CC1. The result is 1 (inhibitor). (5) The result is 1 (inhibitor). The drug is CC1CCN(C(=O)c2ccc(COc3ccccc3Cl)o2)CC1. (6) The molecule is Cc1noc(C)c1C(=O)N1CCC2(CCCN(c3ccncc3)C2)CC1. The result is 0 (non-inhibitor).